Dataset: CYP3A4 inhibition data for predicting drug metabolism from PubChem BioAssay. Task: Regression/Classification. Given a drug SMILES string, predict its absorption, distribution, metabolism, or excretion properties. Task type varies by dataset: regression for continuous measurements (e.g., permeability, clearance, half-life) or binary classification for categorical outcomes (e.g., BBB penetration, CYP inhibition). Dataset: cyp3a4_veith. (1) The compound is O=C(CNc1cccc(Cl)c1)c1ccc(Cl)cc1. The result is 0 (non-inhibitor). (2) The drug is O=C(c1cccc(F)c1)N1CCC[C@@]2(CCN(c3ccncc3)C2)C1. The result is 1 (inhibitor). (3) The drug is O=C(OCCCN1CCCCC1)c1ccc(O)cc1. The result is 0 (non-inhibitor). (4) The drug is C[C@@]1(C(NC(=O)c2ccccc2)c2ccc(-c3ccccc3)cc2)C[C@H]1C1CCCCC1. The result is 0 (non-inhibitor).